Dataset: Full USPTO retrosynthesis dataset with 1.9M reactions from patents (1976-2016). Task: Predict the reactants needed to synthesize the given product. (1) Given the product [CH3:33][O:32][C:20]1[CH:21]=[CH:22][C:23]2[C:27]3[CH:28]=[CH:29][CH:30]=[CH:31][C:26]=3[O:25][C:24]=2[C:19]=1[NH:18][C:2]1[CH:7]=[C:6]([C:8]([F:11])([F:10])[F:9])[N:5]=[C:4]([C:12]2[CH:13]=[N:14][CH:15]=[CH:16][CH:17]=2)[N:3]=1, predict the reactants needed to synthesize it. The reactants are: Cl[C:2]1[CH:7]=[C:6]([C:8]([F:11])([F:10])[F:9])[N:5]=[C:4]([C:12]2[CH:13]=[N:14][CH:15]=[CH:16][CH:17]=2)[N:3]=1.[NH2:18][C:19]1[C:24]2[O:25][C:26]3[CH:31]=[CH:30][CH:29]=[CH:28][C:27]=3[C:23]=2[CH:22]=[CH:21][C:20]=1[O:32][CH3:33]. (2) Given the product [CH3:1][O:2][C:3](=[O:19])[CH:4]([O:16][CH2:17][CH3:18])[CH2:5][C:6]1[C:14]2[O:13][CH:12]=[CH:11][C:10]=2[C:9]([O:15][CH2:21][C:22]2[N:23]=[C:24]([C:28]3[CH:33]=[C:32]([O:34][CH3:35])[CH:31]=[C:30]([O:36][CH3:37])[CH:29]=3)[O:25][C:26]=2[CH3:27])=[CH:8][CH:7]=1, predict the reactants needed to synthesize it. The reactants are: [CH3:1][O:2][C:3](=[O:19])[CH:4]([O:16][CH2:17][CH3:18])[CH2:5][C:6]1[C:14]2[O:13][CH:12]=[CH:11][C:10]=2[C:9]([OH:15])=[CH:8][CH:7]=1.Cl[CH2:21][C:22]1[N:23]=[C:24]([C:28]2[CH:33]=[C:32]([O:34][CH3:35])[CH:31]=[C:30]([O:36][CH3:37])[CH:29]=2)[O:25][C:26]=1[CH3:27].COC1C=C(C=C(OC)C=1)C=O.C(=O)([O-])[O-].[K+].[K+].[I-].[K+]. (3) Given the product [CH2:2]([NH:20][CH2:21][CH2:22][NH:23][CH2:24][CH2:25][NH:26][CH2:27][CH2:28][NH:29][CH2:13][CH2:12][CH2:11][CH2:10][CH2:9][CH2:8][CH2:7][CH2:6][CH2:5][CH2:4][CH2:3][CH3:2])[CH2:3][CH2:4][CH2:5][CH2:6][CH2:7][CH2:8][CH2:9][CH2:10][CH2:11][CH2:12][CH3:13], predict the reactants needed to synthesize it. The reactants are: Br[CH2:2][CH2:3][CH2:4][CH2:5][CH2:6][CH2:7][CH2:8][CH2:9][CH2:10][CH2:11][CH2:12][CH3:13].C([O-])([O-])=O.[Na+].[Na+].[NH2:20][CH2:21][CH2:22][NH:23][CH2:24][CH2:25][NH:26][CH2:27][CH2:28][NH2:29]. (4) Given the product [CH2:1]([N:8]1[CH2:12][CH2:11][C@H:10]([NH2:13])[CH2:9]1)[C:2]1[CH:3]=[CH:4][CH:5]=[CH:6][CH:7]=1, predict the reactants needed to synthesize it. The reactants are: [CH2:1]([N:8]1[CH2:12][CH2:11][C@H:10]([NH2:13])[C:9]1=O)[C:2]1[CH:7]=[CH:6][CH:5]=[CH:4][CH:3]=1.P([O-])([O-])([O-])=O.[K+].[K+].[K+].C(C1C=CC=CC=1)(=O)C.COC1C=C2C(CC[C@H](N)C2)=CC=1. (5) Given the product [Cl:1][C:2]1[CH:3]=[C:4]([C:9]2[O:13][C:12]([CH2:14][CH2:15][NH:16][C:17]([C:19]3[NH:23][N:22]=[C:21]([C:24]([N:57]4[CH2:62][CH2:61][NH:60][CH2:59][CH2:58]4)=[O:25])[CH:20]=3)=[O:18])=[CH:11][CH:10]=2)[CH:5]=[CH:6][C:7]=1[Cl:8], predict the reactants needed to synthesize it. The reactants are: [Cl:1][C:2]1[CH:3]=[C:4]([C:9]2[O:13][C:12]([CH2:14][CH2:15][NH:16][C:17]([C:19]3[NH:23][N:22]=[C:21]([C:24](O)=[O:25])[CH:20]=3)=[O:18])=[CH:11][CH:10]=2)[CH:5]=[CH:6][C:7]=1[Cl:8].CCN=C=NCCCN(C)C.C1C=CC2N(O)N=NC=2C=1.CCN(C(C)C)C(C)C.[NH:57]1[CH2:62][CH2:61][NH:60][CH2:59][CH2:58]1. (6) Given the product [CH3:11][N:12]([CH3:13])[CH:14]=[C:8]([C:4]1[CH:5]=[CH:6][CH:7]=[C:2]([F:1])[CH:3]=1)[C:9]#[N:10], predict the reactants needed to synthesize it. The reactants are: [F:1][C:2]1[CH:3]=[C:4]([CH2:8][C:9]#[N:10])[CH:5]=[CH:6][CH:7]=1.[CH3:11][N:12]([CH:14](OC)OC)[CH3:13]. (7) The reactants are: [CH3:1][C:2]1([CH3:16])[CH2:14][C:5]2[S:6][C:7]([C:9]([O:11]CC)=[O:10])=[CH:8][C:4]=2[C:3]1=[O:15].C(O)C.[OH-].[Li+]. Given the product [CH3:1][C:2]1([CH3:16])[CH2:14][C:5]2[S:6][C:7]([C:9]([OH:11])=[O:10])=[CH:8][C:4]=2[C:3]1=[O:15], predict the reactants needed to synthesize it. (8) Given the product [CH3:1][O:2][C:3](=[O:26])[C:4]1[CH:9]=[C:8]([NH:40][CH:37]2[CH2:36][CH2:35][N:34]([C:32]([O:31][C:27]([CH3:30])([CH3:29])[CH3:28])=[O:33])[CH2:39][CH2:38]2)[CH:7]=[N:6][C:5]=1[O:11][C:12]1[CH:17]=[CH:16][C:15]([O:18][C:19]2[CH:24]=[CH:23][CH:22]=[C:21]([F:25])[CH:20]=2)=[CH:14][CH:13]=1, predict the reactants needed to synthesize it. The reactants are: [CH3:1][O:2][C:3](=[O:26])[C:4]1[CH:9]=[C:8](I)[CH:7]=[N:6][C:5]=1[O:11][C:12]1[CH:17]=[CH:16][C:15]([O:18][C:19]2[CH:24]=[CH:23][CH:22]=[C:21]([F:25])[CH:20]=2)=[CH:14][CH:13]=1.[C:27]([O:31][C:32]([N:34]1[CH2:39][CH2:38][CH:37]([NH2:40])[CH2:36][CH2:35]1)=[O:33])([CH3:30])([CH3:29])[CH3:28]. (9) Given the product [F:1][C:2]1[CH:7]=[C:6]([S:8][CH3:9])[CH:5]=[CH:4][C:3]=1[NH2:11], predict the reactants needed to synthesize it. The reactants are: [F:1][C:2]1[CH:7]=[C:6]([S:8][C:9]#N)[CH:5]=[CH:4][C:3]=1[NH2:11].CI.